Dataset: Forward reaction prediction with 1.9M reactions from USPTO patents (1976-2016). Task: Predict the product of the given reaction. (1) Given the reactants [NH2:14][C:13]1[CH:15]=[CH:16][C:17]([O:19][CH3:20])=[CH:18][C:12]=1[S:11][S:11][C:12]1[CH:18]=[C:17]([O:19][CH3:20])[CH:16]=[CH:15][C:13]=1[NH2:14].[C:21]1([CH:27]2[NH:32][C:31](=[O:33])[CH2:30][C:29](=O)[CH2:28]2)[CH:26]=[CH:25][CH:24]=[CH:23][CH:22]=1, predict the reaction product. The product is: [CH3:20][O:19][C:17]1[CH:16]=[CH:15][C:13]2[NH:14][C:29]3[CH2:28][CH:27]([C:21]4[CH:26]=[CH:25][CH:24]=[CH:23][CH:22]=4)[NH:32][C:31](=[O:33])[C:30]=3[S:11][C:12]=2[CH:18]=1. (2) Given the reactants [Cl:1][C:2]1[C:7]([CH2:8]Cl)=[N:6][CH:5]=[CH:4][N:3]=1.[Na+].[CH:11]([N-:13][CH:14]=[O:15])=[O:12], predict the reaction product. The product is: [Cl:1][C:2]1[C:7]([CH2:8][N:13]([CH:14]=[O:15])[CH:11]=[O:12])=[N:6][CH:5]=[CH:4][N:3]=1. (3) Given the reactants [C:1]([OH:7])(=O)[CH2:2][CH2:3][CH:4]=[CH2:5].[NH2:8][C@H:9]([C:12]1[CH:17]=[CH:16][C:15]([F:18])=[CH:14][CH:13]=1)[CH2:10][OH:11], predict the reaction product. The product is: [F:18][C:15]1[CH:14]=[CH:13][C:12]([C@@H:9]([NH:8][C:1](=[O:7])[CH2:2][CH2:3][CH:4]=[CH2:5])[CH2:10][OH:11])=[CH:17][CH:16]=1. (4) Given the reactants [F:1][C:2]1[C:31]([O:32][CH3:33])=[CH:30][C:29]([O:34][CH3:35])=[C:28]([F:36])[C:3]=1[CH2:4][O:5][C:6]1[CH:7]=[N:8][C:9]([NH:12][C:13]2[N:17]([CH:18]3[CH2:23][CH2:22][CH2:21][CH2:20][O:19]3)[N:16]=[C:15]([C:24]([O:26]C)=[O:25])[CH:14]=2)=[N:10][CH:11]=1.C(O)C.[OH-].[Na+].Cl, predict the reaction product. The product is: [F:1][C:2]1[C:31]([O:32][CH3:33])=[CH:30][C:29]([O:34][CH3:35])=[C:28]([F:36])[C:3]=1[CH2:4][O:5][C:6]1[CH:7]=[N:8][C:9]([NH:12][C:13]2[N:17]([CH:18]3[CH2:23][CH2:22][CH2:21][CH2:20][O:19]3)[N:16]=[C:15]([C:24]([OH:26])=[O:25])[CH:14]=2)=[N:10][CH:11]=1. (5) The product is: [C:1]([C:3]1[CH:8]=[C:7]([NH:9][C:33](=[O:47])[CH:34]([CH2:41][CH3:42])[CH2:35][CH3:36])[CH:6]=[CH:5][C:4]=1[N:12]1[CH2:17][CH2:16][CH:15]([CH:18]([C:19](=[O:20])[NH:21][CH2:22][CH3:23])[C:24]2[CH:29]=[CH:28][CH:27]=[CH:26][CH:25]=2)[CH2:14][CH2:13]1)#[N:2]. Given the reactants [C:1]([C:3]1[CH:8]=[C:7]([N+:9]([O-])=O)[CH:6]=[CH:5][C:4]=1[N:12]1[CH2:17][CH2:16][CH:15]([CH:18]([C:24]2[CH:29]=[CH:28][CH:27]=[CH:26][CH:25]=2)[C:19]([NH:21][CH2:22][CH3:23])=[O:20])[CH2:14][CH2:13]1)#[N:2].C(N[C:33](=[O:47])[CH:34]([C:41]1C=CC=C[CH:42]=1)[CH:35]1CCNC[CH2:36]1)C.FC1C=CC([N+]([O-])=O)=CC=1C#N.C([O-])([O-])=O.[K+].[K+], predict the reaction product. (6) Given the reactants [NH2:1][C@H:2]1[CH2:7][CH2:6][CH2:5][N:4]([CH2:8][C:9]2[C:30]([C:31]([F:34])([F:33])[F:32])=[CH:29][C:12]([C:13]([NH:15][CH2:16][C:17]3[CH:22]=[C:21]([Cl:23])[CH:20]=[CH:19][C:18]=3[S:24]([CH2:27][CH3:28])(=[O:26])=[O:25])=[O:14])=[CH:11][C:10]=2[Br:35])[CH2:3]1.[CH3:36][N:37](C(OC(C)(C)C)=O)[CH2:38][C:39](O)=[O:40], predict the reaction product. The product is: [Br:35][C:10]1[CH:11]=[C:12]([CH:29]=[C:30]([C:31]([F:34])([F:33])[F:32])[C:9]=1[CH2:8][N:4]1[CH2:5][CH2:6][CH2:7][C@H:2]([NH:1][C:39](=[O:40])[CH2:38][NH:37][CH3:36])[CH2:3]1)[C:13]([NH:15][CH2:16][C:17]1[CH:22]=[C:21]([Cl:23])[CH:20]=[CH:19][C:18]=1[S:24]([CH2:27][CH3:28])(=[O:26])=[O:25])=[O:14]. (7) Given the reactants [F:1][C:2]1[CH:24]=[C:23]([N+:25]([O-:27])=[O:26])[CH:22]=[CH:21][C:3]=1[O:4][C:5]1[CH:10]=[CH:9][N:8]=[CH:7][C:6]=1[C:11]1[CH:16]=[CH:15][C:14]([CH2:17][C:18](O)=[O:19])=[CH:13][CH:12]=1.C1C=CC2N(O)N=[N:34]C=2C=1.CCN=C=NCCCN(C)C, predict the reaction product. The product is: [F:1][C:2]1[CH:24]=[C:23]([N+:25]([O-:27])=[O:26])[CH:22]=[CH:21][C:3]=1[O:4][C:5]1[CH:10]=[CH:9][N:8]=[CH:7][C:6]=1[C:11]1[CH:16]=[CH:15][C:14]([CH2:17][C:18]([NH2:34])=[O:19])=[CH:13][CH:12]=1. (8) Given the reactants [CH2:1]([CH:3]([N:6]1[CH2:11][CH2:10][N:9]([C:12]([C:14]2[CH:21]=[CH:20][C:17]([CH:18]=O)=[CH:16][CH:15]=2)=[O:13])[CH2:8][CH2:7]1)[CH2:4][CH3:5])[CH3:2].[CH2:22]1[CH:31]2[CH:26]([CH2:27][CH2:28][CH2:29][CH2:30]2)[CH2:25][CH2:24][NH:23]1, predict the reaction product. The product is: [CH2:1]([CH:3]([N:6]1[CH2:11][CH2:10][N:9]([C:12]([C:14]2[CH:21]=[CH:20][C:17]([CH2:18][N:23]3[CH2:24][CH2:25][CH:26]4[CH:31]([CH2:30][CH2:29][CH2:28][CH2:27]4)[CH2:22]3)=[CH:16][CH:15]=2)=[O:13])[CH2:8][CH2:7]1)[CH2:4][CH3:5])[CH3:2]. (9) The product is: [Cl:1][C:2]1[C:3](=[O:25])[N:4]([CH2:13][CH2:14][C:15]2[CH:24]=[CH:23][C:18]([C:19]([O:21][CH3:22])=[O:20])=[CH:17][CH:16]=2)[C:5]([CH2:9][CH:10]=[O:11])=[C:6]([Cl:8])[CH:7]=1. Given the reactants [Cl:1][C:2]1[C:3](=[O:25])[N:4]([CH2:13][CH2:14][C:15]2[CH:24]=[CH:23][C:18]([C:19]([O:21][CH3:22])=[O:20])=[CH:17][CH:16]=2)[C:5]([CH:9]=[CH:10][O:11]C)=[C:6]([Cl:8])[CH:7]=1.C(O)=O, predict the reaction product. (10) Given the reactants C(N(CC)CC)C.[NH2:8][C:9]1[CH:10]=[C:11]([NH:19][S:20]([CH3:23])(=[O:22])=[O:21])[CH:12]=[C:13]([C:15]([CH3:18])([CH3:17])[CH3:16])[CH:14]=1.C1([O:30][C:31](=O)[NH:32][C:33]2[C:42]3[C:37](=[CH:38][CH:39]=[CH:40][CH:41]=3)[C:36]([O:43][C:44]3[CH:49]=[CH:48][N:47]=[C:46]([NH:50][C:51]4[CH:56]=[C:55]([O:57][CH2:58][CH2:59][O:60][CH2:61][CH2:62][O:63][CH2:64][CH2:65][O:66][CH3:67])[CH:54]=[C:53]([O:68][CH3:69])[CH:52]=4)[N:45]=3)=[CH:35][CH:34]=2)C=CC=CC=1, predict the reaction product. The product is: [C:15]([C:13]1[CH:12]=[C:11]([NH:19][S:20]([CH3:23])(=[O:22])=[O:21])[CH:10]=[C:9]([NH:8][C:31]([NH:32][C:33]2[C:42]3[C:37](=[CH:38][CH:39]=[CH:40][CH:41]=3)[C:36]([O:43][C:44]3[CH:49]=[CH:48][N:47]=[C:46]([NH:50][C:51]4[CH:56]=[C:55]([O:57][CH2:58][CH2:59][O:60][CH2:61][CH2:62][O:63][CH2:64][CH2:65][O:66][CH3:67])[CH:54]=[C:53]([O:68][CH3:69])[CH:52]=4)[N:45]=3)=[CH:35][CH:34]=2)=[O:30])[CH:14]=1)([CH3:16])([CH3:17])[CH3:18].